From a dataset of NCI-60 drug combinations with 297,098 pairs across 59 cell lines. Regression. Given two drug SMILES strings and cell line genomic features, predict the synergy score measuring deviation from expected non-interaction effect. (1) Drug 1: CCC1=CC2CC(C3=C(CN(C2)C1)C4=CC=CC=C4N3)(C5=C(C=C6C(=C5)C78CCN9C7C(C=CC9)(C(C(C8N6C)(C(=O)OC)O)OC(=O)C)CC)OC)C(=O)OC.C(C(C(=O)O)O)(C(=O)O)O. Drug 2: C1=CN(C(=O)N=C1N)C2C(C(C(O2)CO)O)O.Cl. Cell line: NCIH23. Synergy scores: CSS=50.5, Synergy_ZIP=-0.289, Synergy_Bliss=-0.994, Synergy_Loewe=-1.36, Synergy_HSA=1.83. (2) Drug 1: C1=CN(C(=O)N=C1N)C2C(C(C(O2)CO)O)O.Cl. Drug 2: CC1CCC2CC(C(=CC=CC=CC(CC(C(=O)C(C(C(=CC(C(=O)CC(OC(=O)C3CCCCN3C(=O)C(=O)C1(O2)O)C(C)CC4CCC(C(C4)OC)O)C)C)O)OC)C)C)C)OC. Cell line: BT-549. Synergy scores: CSS=14.1, Synergy_ZIP=-6.56, Synergy_Bliss=-1.21, Synergy_Loewe=-7.44, Synergy_HSA=-1.34. (3) Drug 1: CCC(=C(C1=CC=CC=C1)C2=CC=C(C=C2)OCCN(C)C)C3=CC=CC=C3.C(C(=O)O)C(CC(=O)O)(C(=O)O)O. Drug 2: CC1=C2C(C(=O)C3(C(CC4C(C3C(C(C2(C)C)(CC1OC(=O)C(C(C5=CC=CC=C5)NC(=O)OC(C)(C)C)O)O)OC(=O)C6=CC=CC=C6)(CO4)OC(=O)C)O)C)O. Cell line: HCC-2998. Synergy scores: CSS=63.1, Synergy_ZIP=20.0, Synergy_Bliss=16.4, Synergy_Loewe=23.7, Synergy_HSA=22.5. (4) Drug 1: CNC(=O)C1=CC=CC=C1SC2=CC3=C(C=C2)C(=NN3)C=CC4=CC=CC=N4. Drug 2: CCC1(CC2CC(C3=C(CCN(C2)C1)C4=CC=CC=C4N3)(C5=C(C=C6C(=C5)C78CCN9C7C(C=CC9)(C(C(C8N6C=O)(C(=O)OC)O)OC(=O)C)CC)OC)C(=O)OC)O.OS(=O)(=O)O. Cell line: SK-MEL-5. Synergy scores: CSS=29.3, Synergy_ZIP=5.74, Synergy_Bliss=2.01, Synergy_Loewe=-49.3, Synergy_HSA=-3.26.